From a dataset of Full USPTO retrosynthesis dataset with 1.9M reactions from patents (1976-2016). Predict the reactants needed to synthesize the given product. (1) Given the product [Br:41][CH2:36][CH2:35][N:31]1[C:32]2[CH2:33][CH2:34][C:26]3[C:25]4[C:24](=[N:23][CH:22]=[N:21][C:20]=4[NH:19][C:7]4[CH:8]=[CH:9][C:10]([O:11][CH2:12][C:13]5[CH:18]=[CH:17][CH:16]=[CH:15][N:14]=5)=[C:5]([Cl:4])[CH:6]=4)[S:38][C:27]=3[C:28]=2[CH:29]=[N:30]1, predict the reactants needed to synthesize it. The reactants are: ClCCl.[Cl:4][C:5]1[CH:6]=[C:7]([NH:19][C:20]2[C:25]3[C:26]4[CH2:34][CH2:33][C:32]5[N:31]([CH2:35][CH2:36]O)[N:30]=[CH:29][C:28]=5[C:27]=4[S:38][C:24]=3[N:23]=[CH:22][N:21]=2)[CH:8]=[CH:9][C:10]=1[O:11][CH2:12][C:13]1[CH:18]=[CH:17][CH:16]=[CH:15][N:14]=1.S(Br)([Br:41])=O. (2) Given the product [ClH:32].[CH:1]1([NH:6][CH:7]2[CH2:10][N:9]([C:11]([C:13]3[CH:14]=[C:15]([CH:28]=[CH:29][C:30]=3[F:31])[CH2:16][C:17]3[C:26]4[C:21](=[CH:22][CH:23]=[CH:24][CH:25]=4)[C:20](=[O:27])[NH:19][N:18]=3)=[O:12])[CH2:8]2)[CH2:5][CH2:4][CH2:3][CH2:2]1, predict the reactants needed to synthesize it. The reactants are: [CH:1]1([NH:6][CH:7]2[CH2:10][N:9]([C:11]([C:13]3[CH:14]=[C:15]([CH:28]=[CH:29][C:30]=3[F:31])[CH2:16][C:17]3[C:26]4[C:21](=[CH:22][CH:23]=[CH:24][CH:25]=4)[C:20](=[O:27])[NH:19][N:18]=3)=[O:12])[CH2:8]2)[CH2:5][CH2:4][CH2:3][CH2:2]1.[ClH:32]. (3) Given the product [CH3:10][O:9][C:7]([C:6]1[CH:5]=[C:4]([Br:25])[C:3](=[O:2])[N:13]([CH2:14][CH:15]2[CH2:20][CH2:19][CH2:18][CH2:17][CH2:16]2)[C:11]=1[CH3:12])=[O:8], predict the reactants needed to synthesize it. The reactants are: C[O:2][C:3](=O)[CH:4]=[CH:5][C:6](=[C:11]([NH:13][CH2:14][CH:15]1[CH2:20][CH2:19][CH2:18][CH2:17][CH2:16]1)[CH3:12])[C:7]([O:9][CH3:10])=[O:8].C[O-].[Na+].[Br:25]N1C(=O)CCC1=O. (4) Given the product [Br:1][C:2]1[CH:3]=[N:4][N:5]([CH3:11])[C:6]=1[CH2:7][OH:8], predict the reactants needed to synthesize it. The reactants are: [Br:1][C:2]1[CH:3]=[N:4][N:5]([CH3:11])[C:6]=1[C:7](OC)=[O:8].[H-].C([Al+]CC(C)C)C(C)C. (5) Given the product [C:1]([O:5][C:6](=[O:13])[NH:7][C@@H:14]([CH3:15])[C@:23]([OH:22])([CH3:24])[CH2:26][CH3:27])([CH3:3])([CH3:2])[CH3:4], predict the reactants needed to synthesize it. The reactants are: [C:1]([O:5][C:6](=[O:13])[NH:7][C@@H](C)C(=O)C)([CH3:4])([CH3:3])[CH3:2].[CH2:14]([Mg]Br)[CH3:15].Cl.C([O:22][CH2:23][CH3:24])(=O)C.O1CC[CH2:27][CH2:26]1. (6) Given the product [OH:4][CH2:3][CH:2]([C:30]1[CH:29]=[CH:28][C:17]([C:18]([OH:20])=[O:19])=[CH:16][C:15]=1[O:14][CH3:13])[CH3:12], predict the reactants needed to synthesize it. The reactants are: Br[C:2](=[CH2:12])[CH2:3][O:4]CC1C=CC=CC=1.[CH3:13][O:14][C:15]1[CH:16]=[C:17]([CH:28]=[CH:29][C:30]=1B1OC(C)(C)C(C)(C)O1)[C:18]([O:20]CC1C=CC=CC=1)=[O:19]. (7) Given the product [CH3:1][O:2][C:3]1[CH:8]=[CH:7][C:6]([C:9]2[C:14]([C:15]3[CH:16]=[CH:17][C:18]([O:21][CH3:22])=[CH:19][CH:20]=3)=[N:13][N:12]([CH2:23][CH2:24][N:38]3[CH2:43][CH2:42][CH2:41][CH2:40][CH2:39]3)[C:11](=[O:26])[CH:10]=2)=[CH:5][CH:4]=1, predict the reactants needed to synthesize it. The reactants are: [CH3:1][O:2][C:3]1[CH:8]=[CH:7][C:6]([C:9]2[C:14]([C:15]3[CH:20]=[CH:19][C:18]([O:21][CH3:22])=[CH:17][CH:16]=3)=[N:13][N:12]([CH2:23][CH2:24]O)[C:11](=[O:26])[CH:10]=2)=[CH:5][CH:4]=1.C1(C)C=CC(S(Cl)(=O)=O)=CC=1.[NH:38]1[CH2:43][CH2:42][CH2:41][CH2:40][CH2:39]1. (8) Given the product [CH3:19][N:20]([CH3:28])[S:21]([CH2:24][CH2:25][CH2:26][NH:27][CH2:11][C:9]1[S:10][C:5]2[C:4]([N:13]3[CH2:18][CH2:17][O:16][CH2:15][CH2:14]3)=[N:3][C:2]([Cl:1])=[N:7][C:6]=2[CH:8]=1)(=[O:23])=[O:22], predict the reactants needed to synthesize it. The reactants are: [Cl:1][C:2]1[N:3]=[C:4]([N:13]2[CH2:18][CH2:17][O:16][CH2:15][CH2:14]2)[C:5]2[S:10][C:9]([CH:11]=O)=[CH:8][C:6]=2[N:7]=1.[CH3:19][N:20]([CH3:28])[S:21]([CH2:24][CH2:25][CH2:26][NH2:27])(=[O:23])=[O:22].